From a dataset of Full USPTO retrosynthesis dataset with 1.9M reactions from patents (1976-2016). Predict the reactants needed to synthesize the given product. (1) Given the product [CH3:34][C:32]1[N:33]=[C:29]([S:28][CH2:27][C:17]2[N:16]=[C:15]([NH2:14])[CH:20]=[C:19]([N:21]3[CH2:22][CH2:23][O:24][CH2:25][CH2:26]3)[CH:18]=2)[O:30][C:31]=1[CH3:35], predict the reactants needed to synthesize it. The reactants are: FC(F)(F)C(O)=O.C(OC(=O)[NH:14][C:15]1[CH:20]=[C:19]([N:21]2[CH2:26][CH2:25][O:24][CH2:23][CH2:22]2)[CH:18]=[C:17]([CH2:27][S:28][C:29]2[O:30][C:31]([CH3:35])=[C:32]([CH3:34])[N:33]=2)[N:16]=1)(C)(C)C.C(=O)([O-])O.[Na+]. (2) Given the product [N+:21]([C:18]1[CH:19]=[CH:20][C:11]2[NH:10][C:25]([CH2:26][CH2:27][CH2:28][O:29][CH:30]3[CH2:35][CH2:34][CH2:33][CH2:32][O:31]3)=[CH:24][C:12]=2[C:13]=1[C:14]([O:16][CH3:17])=[O:15])([O-:23])=[O:22], predict the reactants needed to synthesize it. The reactants are: CC(C)([O-])C.[K+].C([NH:10][C:11]1[C:12]([C:24]#[C:25][CH2:26][CH2:27][CH2:28][O:29][CH:30]2[CH2:35][CH2:34][CH2:33][CH2:32][O:31]2)=[C:13]([C:18]([N+:21]([O-:23])=[O:22])=[CH:19][CH:20]=1)[C:14]([O:16][CH3:17])=[O:15])(=O)C. (3) Given the product [CH3:1][O:2][CH2:3][CH2:4][O:5][C:6]1[C:7]([NH:19][C:20]([NH2:22])=[S:21])=[N:8][CH:9]=[C:10]([O:12][C:13]2[CH:18]=[CH:17][CH:16]=[CH:15][CH:14]=2)[CH:11]=1, predict the reactants needed to synthesize it. The reactants are: [CH3:1][O:2][CH2:3][CH2:4][O:5][C:6]1[C:7]([NH2:19])=[N:8][CH:9]=[C:10]([O:12][C:13]2[CH:18]=[CH:17][CH:16]=[CH:15][CH:14]=2)[CH:11]=1.[C:20](N1C=CN=C1)([N:22]1C=CN=C1)=[S:21].[NH4+].[OH-].O. (4) Given the product [Cl:1][C:2]1[CH:3]=[CH:4][C:5]([F:19])=[C:6]([C:8]2[N:17]=[C:16]([NH:66][C:67]3[CH:72]=[CH:71][N:70]=[CH:69][C:68]=3[CH3:73])[C:15]3[CH2:14][CH2:13][CH2:12][CH2:11][C:10]=3[N:9]=2)[CH:7]=1, predict the reactants needed to synthesize it. The reactants are: [Cl:1][C:2]1[CH:3]=[CH:4][C:5]([F:19])=[C:6]([C:8]2[N:17]=[C:16](I)[C:15]3[CH2:14][CH2:13][CH2:12][CH2:11][C:10]=3[N:9]=2)[CH:7]=1.C1C=CC(P(C2C(C3C(P(C4C=CC=CC=4)C4C=CC=CC=4)=CC=C4C=3C=CC=C4)=C3C(C=CC=C3)=CC=2)C2C=CC=CC=2)=CC=1.[NH2:66][C:67]1[CH:72]=[CH:71][N:70]=[CH:69][C:68]=1[CH3:73].C([O-])([O-])=O.[Cs+].[Cs+]. (5) Given the product [C:1]([O:5][C:6]([NH:7][C:8]1[C:13]([B:28]([OH:34])[OH:29])=[CH:12][CH:11]=[CH:10][N:9]=1)=[O:14])([CH3:4])([CH3:2])[CH3:3], predict the reactants needed to synthesize it. The reactants are: [C:1]([O:5][C:6](=[O:14])[NH:7][C:8]1[CH:13]=[CH:12][CH:11]=[CH:10][N:9]=1)([CH3:4])([CH3:3])[CH3:2].CN(C)CCN(C)C.C([Li])CCC.[B:28](OCC(C)C)([O:34]CC(C)C)[O:29]CC(C)C.[Cl-].[NH4+]. (6) Given the product [NH2:1][C:4]1[CH:5]=[CH:6][C:7]([C:10]2[NH:14][C:13]3[CH:15]=[C:16]([NH2:19])[CH:17]=[CH:18][C:12]=3[N:11]=2)=[CH:8][CH:9]=1, predict the reactants needed to synthesize it. The reactants are: [N+:1]([C:4]1[CH:9]=[CH:8][C:7]([C:10]2[NH:11][C:12]3[CH:18]=[CH:17][C:16]([N+:19]([O-])=O)=[CH:15][C:13]=3[N:14]=2)=[CH:6][CH:5]=1)([O-])=O. (7) Given the product [NH2:9][N:6]1[CH2:5][C:4]([CH3:13])=[N:3][N:2]([CH3:1])[C:7]1=[O:8], predict the reactants needed to synthesize it. The reactants are: [CH3:1][N:2]1[C:7](=[O:8])[N:6]([NH:9]C(=O)C)[CH2:5][C:4]([CH3:13])=[N:3]1.Cl.[OH-].[Na+]. (8) Given the product [CH2:17]([O:16][C:14](=[O:15])[C@@H:9]([NH:8][C:6]([O:5][C:1]([CH3:4])([CH3:3])[CH3:2])=[O:7])[CH2:10][CH2:11][C:12](=[O:13])[CH2:27][CH2:26][CH:25]=[CH2:24])[C:18]1[CH:23]=[CH:22][CH:21]=[CH:20][CH:19]=1, predict the reactants needed to synthesize it. The reactants are: [C:1]([O:5][C:6]([N:8]1[C:12](=[O:13])[CH2:11][CH2:10][C@H:9]1[C:14]([O:16][CH2:17][C:18]1[CH:23]=[CH:22][CH:21]=[CH:20][CH:19]=1)=[O:15])=[O:7])([CH3:4])([CH3:3])[CH3:2].[CH2:24]([Mg]Br)[CH2:25][CH:26]=[CH2:27].[Cl-].[NH4+]. (9) Given the product [Cl:20][C:6]1[CH:5]=[N:4][CH:3]=[C:2]([Cl:1])[C:7]=1[S:8][C:9]1[S:13][C:12]([C:14]([N:25]2[CH2:26][CH2:27][C:22]([CH3:28])([CH3:21])[CH2:23][CH2:24]2)=[O:16])=[CH:11][C:10]=1[N+:17]([O-:19])=[O:18], predict the reactants needed to synthesize it. The reactants are: [Cl:1][C:2]1[CH:3]=[N:4][CH:5]=[C:6]([Cl:20])[C:7]=1[S:8][C:9]1[S:13][C:12]([C:14]([OH:16])=O)=[CH:11][C:10]=1[N+:17]([O-:19])=[O:18].[CH3:21][C:22]1([CH3:28])[CH2:27][CH2:26][NH:25][CH2:24][CH2:23]1.